Dataset: Forward reaction prediction with 1.9M reactions from USPTO patents (1976-2016). Task: Predict the product of the given reaction. (1) Given the reactants [CH2:1]([N:8]1[CH2:12][C@@H:11]([C:13]2[CH:18]=[CH:17][C:16]([Cl:19])=[C:15]([Cl:20])[CH:14]=2)[C@H:10]([NH:21][CH3:22])[CH2:9]1)[C:2]1[CH:7]=[CH:6][CH:5]=[CH:4][CH:3]=1.CCN(CC)CC.[CH3:42][C:41]([O:40][C:38](O[C:38]([O:40][C:41]([CH3:44])([CH3:43])[CH3:42])=[O:39])=[O:39])([CH3:44])[CH3:43], predict the reaction product. The product is: [C:41]([O:40][C:38](=[O:39])[N:21]([C@H:10]1[C@H:11]([C:13]2[CH:18]=[CH:17][C:16]([Cl:19])=[C:15]([Cl:20])[CH:14]=2)[CH2:12][N:8]([CH2:1][C:2]2[CH:7]=[CH:6][CH:5]=[CH:4][CH:3]=2)[CH2:9]1)[CH3:22])([CH3:42])([CH3:43])[CH3:44]. (2) The product is: [Cl:1][C:2]1[CH:10]=[CH:9][C:8]2[N:7]([CH2:11][C:12]([N:23]([CH3:24])[CH3:22])=[O:14])[C:6]3[CH2:17][CH2:18][N:19]([CH3:21])[CH2:20][C:5]=3[C:4]=2[CH:3]=1. Given the reactants [Cl:1][C:2]1[CH:10]=[CH:9][C:8]2[N:7]([CH2:11][C:12]([O:14]CC)=O)[C:6]3[CH2:17][CH2:18][N:19]([CH3:21])[CH2:20][C:5]=3[C:4]=2[CH:3]=1.[CH3:22][NH:23][CH3:24], predict the reaction product. (3) Given the reactants Br[C:2]1[CH:7]=[CH:6][C:5]([S:8][C:9]([CH3:18])([CH3:17])[C:10]([O:12][C:13]([CH3:16])([CH3:15])[CH3:14])=[O:11])=[CH:4][CH:3]=1.C([Li])CCC.CN(C)[CH:26]=[O:27], predict the reaction product. The product is: [CH:26]([C:2]1[CH:7]=[CH:6][C:5]([S:8][C:9]([CH3:18])([CH3:17])[C:10]([O:12][C:13]([CH3:16])([CH3:15])[CH3:14])=[O:11])=[CH:4][CH:3]=1)=[O:27]. (4) Given the reactants [NH2:1][CH2:2][CH:3]=[CH:4][C:5]1[CH:6]=[C:7]([CH:16]=[CH:17][CH:18]=1)[NH:8][CH2:9][CH:10]1[CH2:15][CH2:14][CH2:13][CH2:12][CH2:11]1.[CH3:19][C:20]([O:23][C:24](O[C:24]([O:23][C:20]([CH3:22])([CH3:21])[CH3:19])=[O:25])=[O:25])([CH3:22])[CH3:21], predict the reaction product. The product is: [CH:10]1([CH2:9][NH:8][C:7]2[CH:6]=[C:5](/[CH:4]=[CH:3]/[CH2:2][NH:1][C:24](=[O:25])[O:23][C:20]([CH3:22])([CH3:21])[CH3:19])[CH:18]=[CH:17][CH:16]=2)[CH2:11][CH2:12][CH2:13][CH2:14][CH2:15]1. (5) Given the reactants [Cl:1][C:2]1[CH:28]=[CH:27][C:5]([O:6][CH2:7][C:8]([N:10]2[C:16]3[CH:17]=[CH:18][CH:19]=[CH:20][C:15]=3[CH2:14][N:13]3[C:21]([C:24]([OH:26])=O)=[CH:22][CH:23]=[C:12]3[CH2:11]2)=[O:9])=[CH:4][CH:3]=1.CN(C)C=O.C(Cl)(=O)C([Cl:37])=O, predict the reaction product. The product is: [Cl:1][C:2]1[CH:3]=[CH:4][C:5]([O:6][CH2:7][C:8]([N:10]2[C:16]3[CH:17]=[CH:18][CH:19]=[CH:20][C:15]=3[CH2:14][N:13]3[C:21]([C:24]([Cl:37])=[O:26])=[CH:22][CH:23]=[C:12]3[CH2:11]2)=[O:9])=[CH:27][CH:28]=1. (6) Given the reactants Cl.Cl[C:3]1[C:12]2[C:7](=[CH:8][C:9]([O:15][CH2:16][CH2:17][CH2:18][N:19]3[CH2:23][CH2:22][CH2:21][CH2:20]3)=[C:10](OC)[CH:11]=2)[N:6]=[N:5][CH:4]=1.[F:24][C:25]1[CH:31]=[C:30]([CH3:32])[C:29]([OH:33])=[CH:28][C:26]=1[NH2:27].C[CH:35]([OH:39])CCC, predict the reaction product. The product is: [F:24][C:25]1[CH:31]=[C:30]([CH3:32])[C:29]([OH:33])=[CH:28][C:26]=1[NH:27][C:3]1[C:12]2[C:7](=[CH:8][C:9]([O:15][CH2:16][CH2:17][CH2:18][N:19]3[CH2:20][CH2:21][CH2:22][CH2:23]3)=[CH:10][CH:11]=2)[N:6]=[N:5][C:4]=1[O:39][CH3:35]. (7) The product is: [CH3:10][N:11]1[C@@H:12]2[CH2:17][C:16]3[CH:31]=[CH:29][C:27]([OH:28])=[C:26]([OH:37])[C:15]=3[C:14]3[C:13]2=[C:22]([CH:23]=[CH:24][CH:19]=3)[CH2:21][CH2:20]1.[CH3:1][N:2]1[CH2:7][CH2:6][N:5]([CH2:8][CH2:9][CH2:10][N:11]2[C:20]3[CH:21]=[C:22]([Cl:25])[CH:23]=[CH:24][C:19]=3[S:18][C:17]3[CH:16]=[CH:15][CH:14]=[CH:13][C:12]2=3)[CH2:4][CH2:3]1. Given the reactants [CH3:1][N:2]1[CH2:7][CH2:6][N:5]([CH2:8][CH2:9][CH2:10][N:11]2[C:20]3[CH:21]=[C:22]([Cl:25])[CH:23]=[CH:24][C:19]=3[S:18][C:17]3[CH:16]=[CH:15][CH:14]=[CH:13][C:12]2=3)[CH2:4][CH2:3]1.[CH2:26]([OH:37])[C@H:27]([C@H:29]([C@@H:31]([C@@H](CO)O)O)O)[OH:28].C([O-])(=O)CCCCCCCCCCCCCCCCC.[Mg+2].C([O-])(=O)CCCCCCCCCCCCCCCCC, predict the reaction product.